From a dataset of Peptide-MHC class II binding affinity with 134,281 pairs from IEDB. Regression. Given a peptide amino acid sequence and an MHC pseudo amino acid sequence, predict their binding affinity value. This is MHC class II binding data. (1) The peptide sequence is IGGPVSSHNHIPGYK. The MHC is DRB1_1101 with pseudo-sequence DRB1_1101. The binding affinity (normalized) is 0.337. (2) The peptide sequence is SFNNGTLIFKGEKKL. The MHC is DRB1_0101 with pseudo-sequence DRB1_0101. The binding affinity (normalized) is 0.213. (3) The peptide sequence is LFGKKNLIPSSASPW. The MHC is DRB1_1101 with pseudo-sequence DRB1_1101. The binding affinity (normalized) is 0.430. (4) The MHC is DRB1_0802 with pseudo-sequence DRB1_0802. The binding affinity (normalized) is 0.353. The peptide sequence is DKFTVFEAAFNDAIK. (5) The peptide sequence is SGRLKFLDVCVALDM. The MHC is DRB1_0301 with pseudo-sequence DRB1_0301. The binding affinity (normalized) is 0.554.